From a dataset of Retrosynthesis with 50K atom-mapped reactions and 10 reaction types from USPTO. Predict the reactants needed to synthesize the given product. (1) Given the product COCCOCn1nccc1[C@H]1CCC(F)(F)C[C@@H]1O, predict the reactants needed to synthesize it. The reactants are: COCCOCn1nccc1[C@H]1CCC(F)(F)C[C@@H]1OC(=O)c1ccccc1. (2) The reactants are: CC(C(=O)OCc1ccccc1)N1CCOC1=O. Given the product CC(C(=O)O)N1CCOC1=O, predict the reactants needed to synthesize it.